From a dataset of Reaction yield outcomes from USPTO patents with 853,638 reactions. Predict the reaction yield, written as a fraction of the theoretical maximum amount of product (1.0 means a 100% yield; for example, 0.34 means a 34% yield). (1) The reactants are [O:1]=[C:2]1[NH:7][C:6]2[CH:8]=[C:9]([CH2:12][N:13]3[CH2:18][CH2:17][N:16]([C:19]4[CH:27]=[CH:26][C:22]([C:23](O)=[O:24])=[CH:21][N:20]=4)[CH2:15][CH2:14]3)[CH:10]=[N:11][C:5]=2[N:4]2[CH2:28][CH2:29][CH2:30][C@@H:3]12.C[CH2:32][N:33](C(C)C)C(C)C.Cl.CN.CN(C(ON1N=NC2C=CC=NC1=2)=[N+](C)C)C.F[P-](F)(F)(F)(F)F. The product is [CH3:32][NH:33][C:23](=[O:24])[C:22]1[CH:26]=[CH:27][C:19]([N:16]2[CH2:17][CH2:18][N:13]([CH2:12][C:9]3[CH:10]=[N:11][C:5]4[N:4]5[CH2:28][CH2:29][CH2:30][C@H:3]5[C:2](=[O:1])[NH:7][C:6]=4[CH:8]=3)[CH2:14][CH2:15]2)=[N:20][CH:21]=1. The catalyst is CN(C=O)C.CO. The yield is 0.510. (2) The yield is 0.210. The product is [CH3:34][O:33][C:18]1[C:19]2[N:20]=[C:21]([NH:24][C:25](=[O:32])[C:26]3[CH:31]=[CH:30][CH:29]=[CH:28][CH:27]=3)[S:22][C:23]=2[C:15]([NH:6][CH2:7][C:8]2[CH:9]=[CH:10][C:11]([CH3:14])=[CH:12][CH:13]=2)=[CH:16][CH:17]=1. The catalyst is C(O)(=O)C.[Zn]. The reactants are ClC(Cl)(Cl)COC(=O)[N:6]([C:15]1[C:23]2[S:22][C:21]([NH:24][C:25](=[O:32])[C:26]3[CH:31]=[CH:30][CH:29]=[CH:28][CH:27]=3)=[N:20][C:19]=2[C:18]([O:33][CH3:34])=[CH:17][CH:16]=1)[CH2:7][C:8]1[CH:13]=[CH:12][C:11]([CH3:14])=[CH:10][CH:9]=1.